This data is from Reaction yield outcomes from USPTO patents with 853,638 reactions. The task is: Predict the reaction yield, written as a fraction of the theoretical maximum amount of product (1.0 means a 100% yield; for example, 0.34 means a 34% yield). (1) The reactants are [CH:1]1([C:4]2[CH:11]=[CH:10][CH:9]=[C:8]([F:12])[C:5]=2[CH:6]=[O:7])[CH2:3][CH2:2]1.[BH4-].[Na+].O. The catalyst is CO. The product is [CH:1]1([C:4]2[CH:11]=[CH:10][CH:9]=[C:8]([F:12])[C:5]=2[CH2:6][OH:7])[CH2:3][CH2:2]1. The yield is 0.840. (2) The reactants are Cl[C:2]1[CH:3]=[CH:4][C:5]2[C:11]3[N:12](CC4C=CC(OC)=CC=4OC)[C:13](=[O:19])[C:14]([C:16]([OH:18])=[O:17])=[CH:15][C:10]=3[CH2:9][CH2:8][O:7][C:6]=2[CH:31]=1.CC([O-])(C)C.[Na+].[NH:38]1[CH2:42][CH2:41][CH2:40][CH2:39]1.Cl. The catalyst is C(O)(C(F)(F)F)=O.CC(O)=O.CC(P(C(C)(C)C)C1C(C2[C-]=CC=CC=2)=CC=CC=1)(C)C.[Pd].CO. The product is [O:19]=[C:13]1[NH:12][C:11]2[C:5]3[CH:4]=[CH:3][C:2]([N:38]4[CH2:42][CH2:41][CH2:40][CH2:39]4)=[CH:31][C:6]=3[O:7][CH2:8][CH2:9][C:10]=2[CH:15]=[C:14]1[C:16]([OH:18])=[O:17]. The yield is 0.230. (3) The reactants are [CH3:1][C:2]1[N:7]=[N:6][C:5]([NH2:8])=[CH:4][CH:3]=1.[H-].[Na+].[N+](C1C=CC([O:20][C:21]([N:23]2[CH2:26][CH:25]([O:27][C:28]3[CH:33]=[CH:32][C:31]([C:34]4[CH:39]=[CH:38][CH:37]=[CH:36][C:35]=4[F:40])=[CH:30][N:29]=3)[CH2:24]2)=O)=CC=1)([O-])=O. The catalyst is CN(C=O)C. The product is [CH3:1][C:2]1[N:7]=[N:6][C:5]([NH:8][C:21]([N:23]2[CH2:24][CH:25]([O:27][C:28]3[CH:33]=[CH:32][C:31]([C:34]4[CH:39]=[CH:38][CH:37]=[CH:36][C:35]=4[F:40])=[CH:30][N:29]=3)[CH2:26]2)=[O:20])=[CH:4][CH:3]=1. The yield is 0.490. (4) The reactants are [C:1]1([CH:7]([C:14]2[CH:19]=[CH:18][CH:17]=[C:16]([C:20]([F:23])([F:22])[F:21])[CH:15]=2)[N:8]2[CH2:13][CH2:12][NH:11][CH2:10][CH2:9]2)[CH:6]=[CH:5][CH:4]=[CH:3][CH:2]=1.Br[CH2:25][C:26]([O:28][C:29]([CH3:32])([CH3:31])[CH3:30])=[O:27].C(N(CC)CC)C.O. The catalyst is C(#N)C.C(Cl)Cl. The product is [C:1]1([CH:7]([C:14]2[CH:19]=[CH:18][CH:17]=[C:16]([C:20]([F:23])([F:22])[F:21])[CH:15]=2)[N:8]2[CH2:9][CH2:10][N:11]([CH2:25][C:26]([O:28][C:29]([CH3:32])([CH3:31])[CH3:30])=[O:27])[CH2:12][CH2:13]2)[CH:6]=[CH:5][CH:4]=[CH:3][CH:2]=1. The yield is 0.670. (5) The reactants are [CH:1]1[C:13]2[NH:12][C:11]3[C:6](=[CH:7][CH:8]=[CH:9][CH:10]=3)[C:5]=2[CH:4]=[CH:3][CH:2]=1.Cl[C:15]([CH3:18])([CH3:17])[CH3:16].O. The catalyst is [N+](C)([O-])=O.[Cl-].[Zn+2].[Cl-]. The product is [C:15]([C:3]1[CH:2]=[CH:1][C:13]2[NH:12][C:11]3[C:6]([C:5]=2[CH:4]=1)=[CH:7][C:8]([C:5]([CH3:6])([CH3:13])[CH3:4])=[CH:9][CH:10]=3)([CH3:18])([CH3:17])[CH3:16]. The yield is 0.450. (6) The reactants are [OH:1][CH2:2][CH:3]([NH:6][S:7]([C:10]1[S:14][C:13]([NH:15]C(=O)C)=[N:12][C:11]=1[CH3:19])(=[O:9])=[O:8])[CH2:4][OH:5]. The catalyst is Cl. The product is [OH:1][CH2:2][CH:3]([NH:6][S:7]([C:10]1[S:14][C:13]([NH2:15])=[N:12][C:11]=1[CH3:19])(=[O:9])=[O:8])[CH2:4][OH:5]. The yield is 0.440. (7) The reactants are [CH3:1][S:2][C:3]1[CH:4]=[N:5][C:6]([C:9](OC)=[O:10])=[N:7][CH:8]=1.CC(C[AlH]CC(C)C)C. The catalyst is C1COCC1. The product is [CH3:1][S:2][C:3]1[CH:4]=[N:5][C:6]([CH:9]=[O:10])=[N:7][CH:8]=1. The yield is 0.700.